From a dataset of CYP2D6 inhibition data for predicting drug metabolism from PubChem BioAssay. Regression/Classification. Given a drug SMILES string, predict its absorption, distribution, metabolism, or excretion properties. Task type varies by dataset: regression for continuous measurements (e.g., permeability, clearance, half-life) or binary classification for categorical outcomes (e.g., BBB penetration, CYP inhibition). Dataset: cyp2d6_veith. (1) The molecule is O=C(N/N=C/c1ccncc1)c1cc2c(ccc3ccccc32)o1. The result is 0 (non-inhibitor). (2) The molecule is Cc1ccc(S(=O)(=O)Nc2ccccc2C=O)cc1. The result is 0 (non-inhibitor). (3) The compound is CN1CCC2(CC1)CCN(C(=O)c1ccncc1)CC2. The result is 0 (non-inhibitor). (4) The compound is CN(C)c1ncc2nc(-c3cc(F)cc(F)c3)c(=O)n(C[C@H]3CCCO3)c2n1. The result is 0 (non-inhibitor). (5) The molecule is CC(=O)c1c(C)[nH]c(C(=O)OCC(=O)N(C)C)c1C. The result is 0 (non-inhibitor). (6) The drug is COc1ccc(NC(=O)CCC(=O)c2ccc(-c3ccccc3)cc2)cc1. The result is 0 (non-inhibitor). (7) The compound is CC(C)NC(=O)N1CC2(CCN(C(=O)c3cccn3C)CC2)C1. The result is 0 (non-inhibitor). (8) The compound is Cc1noc(C)c1-c1ccc2ncnc(NC3CCNCC3)c2c1. The result is 0 (non-inhibitor).